This data is from Reaction yield outcomes from USPTO patents with 853,638 reactions. The task is: Predict the reaction yield, written as a fraction of the theoretical maximum amount of product (1.0 means a 100% yield; for example, 0.34 means a 34% yield). (1) The reactants are [Cl:1][C:2]1[N:3]=[C:4]([C:9]([NH:11][CH:12]2[CH2:20][C:19]3[C:14](=[CH:15][CH:16]=[C:17]([NH:21][C:22]([C@@H:24]4[CH2:26][C@H:25]4[C:27]([O:29]CC)=[O:28])=[O:23])[CH:18]=3)[CH2:13]2)=[O:10])[NH:5][C:6]=1[CH2:7][CH3:8].[OH-].[Li+]. The yield is 0.760. The catalyst is CO. The product is [Cl:1][C:2]1[N:3]=[C:4]([C:9]([NH:11][CH:12]2[CH2:20][C:19]3[C:14](=[CH:15][CH:16]=[C:17]([NH:21][C:22]([C@@H:24]4[CH2:26][C@H:25]4[C:27]([OH:29])=[O:28])=[O:23])[CH:18]=3)[CH2:13]2)=[O:10])[NH:5][C:6]=1[CH2:7][CH3:8]. (2) The reactants are [C:1]([CH2:3][C:4]([O:6][CH3:7])=[O:5])#[N:2].C(N(C(C)C)CC)(C)C.Br[CH:18]([CH3:28])[C:19]([C:21]1[CH:26]=[CH:25][CH:24]=[CH:23][C:22]=1[F:27])=[O:20]. The catalyst is O1CCCC1. The product is [C:1]([CH:3]([CH:18]([CH3:28])[C:19]([C:21]1[CH:26]=[CH:25][CH:24]=[CH:23][C:22]=1[F:27])=[O:20])[C:4]([O:6][CH3:7])=[O:5])#[N:2]. The yield is 0.800. (3) The reactants are [F:1][C:2]1[CH:7]=[CH:6][C:5]([CH2:8][C:9](=[O:15])[C:10]([O:12][CH2:13][CH3:14])=[O:11])=[CH:4][CH:3]=1.[CH2:16]([O:18][CH:19](OCC)OCC)[CH3:17]. The catalyst is C(OC(=O)C)(=O)C. The product is [CH2:16]([O:18]/[CH:19]=[C:8](\[C:5]1[CH:4]=[CH:3][C:2]([F:1])=[CH:7][CH:6]=1)/[C:9](=[O:15])[C:10]([O:12][CH2:13][CH3:14])=[O:11])[CH3:17]. The yield is 0.140. (4) The catalyst is C1COCC1. The product is [C:1]([O:5][C:6]([N:8]1[C:16]2[C:11](=[CH:12][C:13]([NH:17][C:18](=[O:32])[CH:19]([NH:48][CH2:47][CH2:46][NH:45][C:44]([O:43][C:39]([CH3:42])([CH3:41])[CH3:40])=[O:49])[C:25]3[CH:30]=[CH:29][CH:28]=[C:27]([Cl:31])[CH:26]=3)=[CH:14][CH:15]=2)[CH:10]=[N:9]1)=[O:7])([CH3:2])([CH3:4])[CH3:3]. The reactants are [C:1]([O:5][C:6]([N:8]1[C:16]2[C:11](=[CH:12][C:13]([NH:17][C:18](=[O:32])[CH:19]([C:25]3[CH:30]=[CH:29][CH:28]=[C:27]([Cl:31])[CH:26]=3)OS(C)(=O)=O)=[CH:14][CH:15]=2)[CH:10]=[N:9]1)=[O:7])([CH3:4])([CH3:3])[CH3:2].N1C=CC=CC=1.[C:39]([O:43][C:44](=[O:49])[NH:45][CH2:46][CH2:47][NH2:48])([CH3:42])([CH3:41])[CH3:40]. The yield is 0.850. (5) No catalyst specified. The product is [F:35][C:36]1[CH:41]=[CH:40][CH:39]=[CH:38][C:37]=1[O:42][C:20]1[N:21]=[C:22]([CH2:25][CH:26]([CH3:28])[CH3:27])[C:23]2[N:24]=[C:16]([C:12]3[CH:13]=[C:14]([CH3:15])[C:9]([O:8][CH2:7][C:6]([O:5][C:1]([CH3:4])([CH3:3])[CH3:2])=[O:34])=[C:10]([CH3:33])[CH:11]=3)[O:17][C:18]=2[N:19]=1. The yield is 1.00. The reactants are [C:1]([O:5][C:6](=[O:34])[CH2:7][O:8][C:9]1[C:14]([CH3:15])=[CH:13][C:12]([C:16]2[O:17][C:18]3[N:19]=[C:20](S(C)(=O)=O)[N:21]=[C:22]([CH2:25][CH:26]([CH3:28])[CH3:27])[C:23]=3[N:24]=2)=[CH:11][C:10]=1[CH3:33])([CH3:4])([CH3:3])[CH3:2].[F:35][C:36]1[CH:41]=[CH:40][CH:39]=[CH:38][C:37]=1[OH:42]. (6) The reactants are [CH2:1]([S:3]([N:6]1[CH2:11][CH2:10][CH:9]([C:12]2[C:20]3[C:15](=[C:16]([C:30]([NH2:32])=[O:31])[CH:17]=[C:18](B4OC(C)(C)C(C)(C)O4)[CH:19]=3)[NH:14][CH:13]=2)[CH2:8][CH2:7]1)(=[O:5])=[O:4])[CH3:2].Br[C:34]1[N:35]=[C:36]([CH2:39][NH:40][CH2:41][C:42]([F:45])([F:44])[F:43])[S:37][CH:38]=1.[C:46](=[O:49])([O-])[O-:47].[K+].[K+]. The catalyst is O1CCOCC1.O.C1C=CC([P]([Pd]([P](C2C=CC=CC=2)(C2C=CC=CC=2)C2C=CC=CC=2)([P](C2C=CC=CC=2)(C2C=CC=CC=2)C2C=CC=CC=2)[P](C2C=CC=CC=2)(C2C=CC=CC=2)C2C=CC=CC=2)(C2C=CC=CC=2)C2C=CC=CC=2)=CC=1. The product is [F:43][C:42]([F:45])([F:44])[C:46]([OH:47])=[O:49].[CH2:1]([S:3]([N:6]1[CH2:7][CH2:8][CH:9]([C:12]2[C:20]3[C:15](=[C:16]([C:30]([NH2:32])=[O:31])[CH:17]=[C:18]([C:34]4[N:35]=[C:36]([CH2:39][NH:40][CH2:41][C:42]([F:44])([F:45])[F:43])[S:37][CH:38]=4)[CH:19]=3)[NH:14][CH:13]=2)[CH2:10][CH2:11]1)(=[O:5])=[O:4])[CH3:2]. The yield is 0.472. (7) The reactants are [Si:1]([O:18][CH2:19][C:20]1[CH:21]=[C:22]2[C:26](=[CH:27][C:28]=1[S:29]([CH3:32])(=[O:31])=[O:30])[NH:25][C:24]([C:33](=[O:37])[CH:34]([CH3:36])[CH3:35])=[CH:23]2)([C:14]([CH3:17])([CH3:16])[CH3:15])([C:8]1[CH:13]=[CH:12][CH:11]=[CH:10][CH:9]=1)[C:2]1[CH:7]=[CH:6][CH:5]=[CH:4][CH:3]=1.[C:38]([NH:45][CH2:46][CH2:47]Br)([O:40][C:41]([CH3:44])([CH3:43])[CH3:42])=[O:39].[OH-].[Na+]. The catalyst is [I-].C([N+](CCCC)(CCCC)CCCC)CCC.C(Cl)Cl.C1(C)C=CC=CC=1.C(Cl)Cl. The product is [Si:1]([O:18][CH2:19][C:20]1[CH:21]=[C:22]2[C:26](=[CH:27][C:28]=1[S:29]([CH3:32])(=[O:30])=[O:31])[N:25]([CH2:47][CH2:46][NH:45][C:38](=[O:39])[O:40][C:41]([CH3:44])([CH3:43])[CH3:42])[C:24]([C:33](=[O:37])[CH:34]([CH3:35])[CH3:36])=[CH:23]2)([C:14]([CH3:17])([CH3:16])[CH3:15])([C:8]1[CH:13]=[CH:12][CH:11]=[CH:10][CH:9]=1)[C:2]1[CH:7]=[CH:6][CH:5]=[CH:4][CH:3]=1. The yield is 0.350.